From a dataset of NCI-60 drug combinations with 297,098 pairs across 59 cell lines. Regression. Given two drug SMILES strings and cell line genomic features, predict the synergy score measuring deviation from expected non-interaction effect. (1) Drug 1: CCC1(CC2CC(C3=C(CCN(C2)C1)C4=CC=CC=C4N3)(C5=C(C=C6C(=C5)C78CCN9C7C(C=CC9)(C(C(C8N6C)(C(=O)OC)O)OC(=O)C)CC)OC)C(=O)OC)O.OS(=O)(=O)O. Drug 2: C(CN)CNCCSP(=O)(O)O. Cell line: RXF 393. Synergy scores: CSS=-5.74, Synergy_ZIP=4.02, Synergy_Bliss=3.36, Synergy_Loewe=-3.12, Synergy_HSA=-2.78. (2) Drug 1: C1=C(C(=O)NC(=O)N1)N(CCCl)CCCl. Drug 2: C1=CC(=CC=C1CCCC(=O)O)N(CCCl)CCCl. Cell line: SW-620. Synergy scores: CSS=37.6, Synergy_ZIP=-10.3, Synergy_Bliss=-7.40, Synergy_Loewe=-8.24, Synergy_HSA=-3.31. (3) Drug 1: CCCCCOC(=O)NC1=NC(=O)N(C=C1F)C2C(C(C(O2)C)O)O. Drug 2: CC(C)CN1C=NC2=C1C3=CC=CC=C3N=C2N. Cell line: IGROV1. Synergy scores: CSS=-3.55, Synergy_ZIP=1.75, Synergy_Bliss=0.104, Synergy_Loewe=-2.74, Synergy_HSA=-3.11. (4) Drug 1: CS(=O)(=O)CCNCC1=CC=C(O1)C2=CC3=C(C=C2)N=CN=C3NC4=CC(=C(C=C4)OCC5=CC(=CC=C5)F)Cl. Drug 2: C1=NC2=C(N1)C(=S)N=CN2. Cell line: A498. Synergy scores: CSS=6.08, Synergy_ZIP=-9.88, Synergy_Bliss=-9.55, Synergy_Loewe=-8.80, Synergy_HSA=-6.06. (5) Cell line: SW-620. Drug 2: C1=CN(C=N1)CC(O)(P(=O)(O)O)P(=O)(O)O. Drug 1: C1=CC=C(C=C1)NC(=O)CCCCCCC(=O)NO. Synergy scores: CSS=9.30, Synergy_ZIP=2.55, Synergy_Bliss=1.44, Synergy_Loewe=-5.58, Synergy_HSA=0.582. (6) Drug 1: C1CCC(CC1)NC(=O)N(CCCl)N=O. Drug 2: C(CN)CNCCSP(=O)(O)O. Cell line: HCC-2998. Synergy scores: CSS=-2.86, Synergy_ZIP=-0.944, Synergy_Bliss=-5.02, Synergy_Loewe=-7.80, Synergy_HSA=-7.45. (7) Drug 1: CC1C(C(CC(O1)OC2CC(CC3=C2C(=C4C(=C3O)C(=O)C5=C(C4=O)C(=CC=C5)OC)O)(C(=O)C)O)N)O.Cl. Drug 2: CC1=C2C(C(=O)C3(C(CC4C(C3C(C(C2(C)C)(CC1OC(=O)C(C(C5=CC=CC=C5)NC(=O)OC(C)(C)C)O)O)OC(=O)C6=CC=CC=C6)(CO4)OC(=O)C)O)C)O. Cell line: CAKI-1. Synergy scores: CSS=54.5, Synergy_ZIP=-8.12, Synergy_Bliss=-2.92, Synergy_Loewe=-3.06, Synergy_HSA=1.98.